Dataset: Full USPTO retrosynthesis dataset with 1.9M reactions from patents (1976-2016). Task: Predict the reactants needed to synthesize the given product. (1) Given the product [OH:3][C:4]1[CH:9]=[C:8]([CH2:10][C:11]#[N:12])[CH:7]=[CH:6][C:5]=1[OH:1], predict the reactants needed to synthesize it. The reactants are: [O:1]1[C:5]2[CH:6]=[CH:7][C:8]([CH2:10][C:11]#[N:12])=[CH:9][C:4]=2[O:3]C1.O. (2) Given the product [NH2:40][C:39]1[C:34]2[CH:33]=[CH:32][N:31]([C@H:23]3[C@H:24]([OH:28])[C@H:25]([OH:26])[C@@H:21]([CH2:20][N:16]([CH2:15][CH2:14][CH2:13][CH2:12][C:10]4[NH:9][C:8]5[CH:52]=[CH:53][C:5]([C:1]([CH3:3])([CH3:2])[CH3:4])=[CH:6][C:7]=5[N:11]=4)[CH:17]([CH3:19])[CH3:18])[O:22]3)[C:35]=2[N:36]=[CH:37][N:38]=1, predict the reactants needed to synthesize it. The reactants are: [C:1]([C:5]1[CH:53]=[CH:52][C:8]2[NH:9][C:10]([CH2:12][CH2:13][CH2:14][CH2:15][N:16]([CH2:20][C@@H:21]3[C@H:25]4[O:26]C(C)(C)[O:28][C@H:24]4[C@H:23]([N:31]4[C:35]5[N:36]=[CH:37][N:38]=[C:39]([NH:40]CC6C=CC(OC)=CC=6OC)[C:34]=5[CH:33]=[CH:32]4)[O:22]3)[CH:17]([CH3:19])[CH3:18])=[N:11][C:7]=2[CH:6]=1)([CH3:4])([CH3:3])[CH3:2].